From a dataset of Catalyst prediction with 721,799 reactions and 888 catalyst types from USPTO. Predict which catalyst facilitates the given reaction. (1) Reactant: Br[C:2]1[CH:7]=[CH:6][C:5]([NH2:8])=[C:4]([C:9]([F:12])([F:11])[F:10])[CH:3]=1.CO.C(=O)([O-])[O-].[Na+].[Na+].[C:21]([C:23]1[CH:28]=[CH:27][C:26](B(O)O)=[CH:25][CH:24]=1)#[N:22]. Product: [NH2:8][C:5]1[CH:6]=[CH:7][C:2]([C:26]2[CH:27]=[CH:28][C:23]([C:21]#[N:22])=[CH:24][CH:25]=2)=[CH:3][C:4]=1[C:9]([F:12])([F:11])[F:10]. The catalyst class is: 386. (2) Reactant: BrC([C:4]1[C:9]2=[N:10][O:11][N:12]=[C:8]2[CH:7]=[CH:6][CH:5]=1)Br.C[CH2:14][OH:15]. Product: [CH:14]([C:6]1[CH:5]=[CH:4][C:9]2[C:8]([CH:7]=1)=[N:12][O:11][N:10]=2)=[O:15]. The catalyst class is: 6. (3) Reactant: [Br:1][C:2]1[CH:7]=[CH:6][C:5]([C:8]2[NH:12][C:11](=[O:13])[C:10]3([CH2:18][CH2:17][N:16](C(OC(C)(C)C)=O)[CH2:15][CH2:14]3)[N:9]=2)=[CH:4][CH:3]=1.[ClH:26]. Product: [Br:1][C:2]1[CH:7]=[CH:6][C:5]([C:8]2[NH:12][C:11](=[O:13])[C:10]3([CH2:18][CH2:17][NH:16][CH2:15][CH2:14]3)[N:9]=2)=[CH:4][CH:3]=1.[ClH:26]. The catalyst class is: 12. (4) Reactant: C(O[C:4]([N:6]=[C:7]=[S:8])=[O:5])C.C(OC([C:14]1[NH:15][CH:16]=[CH:17][C:18]=1[NH:19][CH2:20][CH2:21][CH2:22][CH3:23])=O)C.[OH-].[K+].Cl. The catalyst class is: 93. Product: [CH2:20]([N:19]1[C:18]2[CH:17]=[CH:16][NH:15][C:14]=2[C:7](=[S:8])[NH:6][C:4]1=[O:5])[CH2:21][CH2:22][CH3:23]. (5) Reactant: [F:1][C:2]([F:18])([C:9]([F:17])([F:16])[C:10]([F:15])([F:14])[CH:11]([F:13])[F:12])[CH2:3][CH:4]([C:7]#[N:8])[C:5]#[N:6].I[CH2:20][CH2:21][C:22]([F:28])([F:27])[C:23]([F:26])([F:25])[F:24].C(=O)([O-])[O-].[K+].[K+].Cl. Product: [F:1][C:2]([F:18])([C:9]([F:16])([F:17])[C:10]([F:14])([F:15])[CH:11]([F:13])[F:12])[CH2:3][C:4]([CH2:20][CH2:21][C:22]([F:28])([F:27])[C:23]([F:26])([F:25])[F:24])([C:7]#[N:8])[C:5]#[N:6]. The catalyst class is: 16. (6) The catalyst class is: 25. Product: [NH2:24][C:20]1[O:21][CH2:22][CH2:23][C@:18]2([C:6]3[CH:5]=[C:4]([CH:1]4[CH2:3][CH2:2]4)[N:9]=[C:8]([F:10])[C:7]=3[O:11][C:12]3[C:17]2=[CH:16][C:15]([NH:25][C:33](=[O:34])[C:30]2[CH:29]=[CH:28][C:27]([Cl:26])=[CH:32][N:31]=2)=[CH:14][CH:13]=3)[N:19]=1. Reactant: [CH:1]1([C:4]2[N:9]=[C:8]([F:10])[C:7]3[O:11][C:12]4[C:17]([C@@:18]5([CH2:23][CH2:22][O:21][C:20]([NH2:24])=[N:19]5)[C:6]=3[CH:5]=2)=[CH:16][C:15]([NH2:25])=[CH:14][CH:13]=4)[CH2:3][CH2:2]1.[Cl:26][C:27]1[CH:28]=[CH:29][C:30]([C:33](O)=[O:34])=[N:31][CH:32]=1.C(N(CC)CC)C.CCCP(=O)=O. (7) Reactant: [OH:1][C@H:2]([CH2:7][C:8]#[C:9][CH2:10][O:11][CH:12]1[CH2:17][CH2:16][CH2:15][CH2:14][O:13]1)[CH2:3][CH2:4][CH:5]=[O:6].[BH4-].[Na+]. Product: [O:13]1[CH2:14][CH2:15][CH2:16][CH2:17][CH:12]1[O:11][CH2:10][C:9]#[C:8][CH2:7][C@@H:2]([OH:1])[CH2:3][CH2:4][CH2:5][OH:6]. The catalyst class is: 5.